Dataset: NCI-60 drug combinations with 297,098 pairs across 59 cell lines. Task: Regression. Given two drug SMILES strings and cell line genomic features, predict the synergy score measuring deviation from expected non-interaction effect. Drug 1: CC1=C(N=C(N=C1N)C(CC(=O)N)NCC(C(=O)N)N)C(=O)NC(C(C2=CN=CN2)OC3C(C(C(C(O3)CO)O)O)OC4C(C(C(C(O4)CO)O)OC(=O)N)O)C(=O)NC(C)C(C(C)C(=O)NC(C(C)O)C(=O)NCCC5=NC(=CS5)C6=NC(=CS6)C(=O)NCCC[S+](C)C)O. Drug 2: C1=NNC2=C1C(=O)NC=N2. Cell line: K-562. Synergy scores: CSS=-1.05, Synergy_ZIP=-2.06, Synergy_Bliss=-2.64, Synergy_Loewe=-3.72, Synergy_HSA=-2.69.